This data is from Forward reaction prediction with 1.9M reactions from USPTO patents (1976-2016). The task is: Predict the product of the given reaction. (1) Given the reactants [C:1]([C:3]1[CH:14]=[CH:13][C:6]([O:7][CH2:8][C:9]([O:11][CH3:12])=[O:10])=[C:5]([N+:15]([O-])=O)[CH:4]=1)#[N:2], predict the reaction product. The product is: [NH2:15][C:5]1[CH:4]=[C:3]([C:1]#[N:2])[CH:14]=[CH:13][C:6]=1[O:7][CH2:8][C:9]([O:11][CH3:12])=[O:10]. (2) Given the reactants [Cl:1][C:2]1[CH:7]=[CH:6][C:5]([CH3:8])=[CH:4][C:3]=1[NH:9][C:10]1[N:15]2[N:16]=[CH:17][C:18]([C:19](O)=[O:20])=[C:14]2[N:13]=[CH:12][C:11]=1[C:22]([N:24]1[CH2:29][CH2:28][C:27]([F:36])([C:30]2[CH:35]=[CH:34][CH:33]=[CH:32][CH:31]=2)[CH2:26][CH2:25]1)=[O:23].[CH2:37]([S:39]([NH2:42])(=[O:41])=[O:40])[CH3:38], predict the reaction product. The product is: [Cl:1][C:2]1[CH:7]=[CH:6][C:5]([CH3:8])=[CH:4][C:3]=1[NH:9][C:10]1[N:15]2[N:16]=[CH:17][C:18]([C:19]([NH:42][S:39]([CH2:37][CH3:38])(=[O:41])=[O:40])=[O:20])=[C:14]2[N:13]=[CH:12][C:11]=1[C:22]([N:24]1[CH2:29][CH2:28][C:27]([F:36])([C:30]2[CH:31]=[CH:32][CH:33]=[CH:34][CH:35]=2)[CH2:26][CH2:25]1)=[O:23].